Dataset: Forward reaction prediction with 1.9M reactions from USPTO patents (1976-2016). Task: Predict the product of the given reaction. (1) Given the reactants [NH2:1][CH:2]1[C:8](=[O:9])[N:7]([CH3:10])[C:6]2[CH:11]=[CH:12][CH:13]=[CH:14][C:5]=2[C:4]2[CH:15]=[CH:16][CH:17]=[CH:18][C:3]1=2.[F:19][C:20]1[CH:21]=[C:22]([CH:33]=[C:34]([F:36])[CH:35]=1)[CH2:23][NH:24][C:25](=[O:32])[CH:26]([O:30][CH3:31])[C:27](O)=[O:28], predict the reaction product. The product is: [F:19][C:20]1[CH:21]=[C:22]([CH:33]=[C:34]([F:36])[CH:35]=1)[CH2:23][NH:24][C:25](=[O:32])[CH:26]([O:30][CH3:31])[C:27]([NH:1][CH:2]1[C:8](=[O:9])[N:7]([CH3:10])[C:6]2[CH:11]=[CH:12][CH:13]=[CH:14][C:5]=2[C:4]2[CH:15]=[CH:16][CH:17]=[CH:18][C:3]1=2)=[O:28]. (2) The product is: [OH:2][CH2:3][C:4]1[N:39]=[C:7]2[N:8]([CH:35]([CH3:38])[CH2:36][CH3:37])[C:9](=[O:34])[C:10]([CH2:15][C:16]3[CH:17]=[CH:18][C:19]([C:22]4[CH:27]=[CH:26][CH:25]=[CH:24][C:23]=4[C:28]4[NH:32][C:31](=[O:33])[O:30][N:29]=4)=[CH:20][CH:21]=3)=[C:11]([CH2:12][CH2:13][CH3:14])[N:6]2[N:5]=1. Given the reactants C[O:2][CH2:3][C:4]1[N:39]=[C:7]2[N:8]([CH:35]([CH3:38])[CH2:36][CH3:37])[C:9](=[O:34])[C:10]([CH2:15][C:16]3[CH:21]=[CH:20][C:19]([C:22]4[CH:27]=[CH:26][CH:25]=[CH:24][C:23]=4[C:28]4[NH:32][C:31](=[O:33])[O:30][N:29]=4)=[CH:18][CH:17]=3)=[C:11]([CH2:12][CH2:13][CH3:14])[N:6]2[N:5]=1.B(Br)(Br)Br.C(=O)([O-])O.[Na+].Cl, predict the reaction product. (3) Given the reactants [Cl:1][C:2]1[CH:3]=[N:4][C:5]2[N:6]([N:8]=[C:9]([C:11]([OH:13])=O)[CH:10]=2)[CH:7]=1.[F:14][C:15]1[N:20]=[CH:19][C:18]([C:21]2[CH:22]=[C:23]3[C:28](=[CH:29][CH:30]=2)[CH:27]([CH3:31])[NH:26][CH2:25][CH2:24]3)=[CH:17][CH:16]=1, predict the reaction product. The product is: [Cl:1][C:2]1[CH:3]=[N:4][C:5]2[N:6]([N:8]=[C:9]([C:11]([N:26]3[CH2:25][CH2:24][C:23]4[C:28](=[CH:29][CH:30]=[C:21]([C:18]5[CH:19]=[N:20][C:15]([F:14])=[CH:16][CH:17]=5)[CH:22]=4)[CH:27]3[CH3:31])=[O:13])[CH:10]=2)[CH:7]=1. (4) Given the reactants [CH2:1]([N:4](C)[C:5](=O)OC(C)(C)C)[CH:2]=[CH2:3].CCCCCCCCC.P([O-])([O-])([O-])=O.[K+].[K+].[K+].[C:30]12([CH2:40][NH:41][C:42]([C:44]3[C:53]4[C:48](=[C:49](Br)[CH:50]=[CH:51][CH:52]=4)[N:47]=[CH:46][CH:45]=3)=[O:43])[CH2:39][CH:34]3[CH2:35][CH:36]([CH2:38][CH:32]([CH2:33]3)[CH2:31]1)[CH2:37]2.[Cl-:55].[Na+].O, predict the reaction product. The product is: [ClH:55].[ClH:55].[C:30]12([CH2:40][NH:41][C:42]([C:44]3[C:53]4[C:48](=[C:49]([CH2:3][CH2:2][CH2:1][NH:4][CH3:5])[CH:50]=[CH:51][CH:52]=4)[N:47]=[CH:46][CH:45]=3)=[O:43])[CH2:39][CH:34]3[CH2:35][CH:36]([CH2:38][CH:32]([CH2:33]3)[CH2:31]1)[CH2:37]2. (5) Given the reactants [F:1][C:2]1[CH:7]=[CH:6][CH:5]=[C:4]([F:8])[C:3]=1[N:9]1[C:14]2[N:15]=[C:16]([NH:27][CH2:28][CH2:29][C:30]#[N:31])[N:17]=[C:18]([C:19]3[CH:24]=[CH:23][C:22]([F:25])=[CH:21][C:20]=3[CH3:26])[C:13]=2[CH:12]=[CH:11][C:10]1=[O:32].Cl.C(N(CC)CC)C.[N-:41]=[N+:42]=[N-:43].[Na+], predict the reaction product. The product is: [F:1][C:2]1[CH:7]=[CH:6][CH:5]=[C:4]([F:8])[C:3]=1[N:9]1[C:14]2[N:15]=[C:16]([NH:27][CH2:28][CH2:29][C:30]3[NH:43][N:42]=[N:41][N:31]=3)[N:17]=[C:18]([C:19]3[CH:24]=[CH:23][C:22]([F:25])=[CH:21][C:20]=3[CH3:26])[C:13]=2[CH:12]=[CH:11][C:10]1=[O:32]. (6) Given the reactants [Cl:1][CH2:2][C:3]1[N:4]=[C:5]([NH:8][CH2:9][C:10]2[CH:15]=[CH:14][C:13]([O:16][CH3:17])=[CH:12][C:11]=2[O:18][CH3:19])[S:6][CH:7]=1.[F:20][C:21]1[CH:22]=[C:23]([CH:28]=[CH:29][CH:30]=1)[CH2:24][N:25]=[C:26]=[O:27], predict the reaction product. The product is: [Cl:1][CH2:2][C:3]1[N:4]=[C:5]([N:8]([CH2:9][C:10]2[CH:15]=[CH:14][C:13]([O:16][CH3:17])=[CH:12][C:11]=2[O:18][CH3:19])[C:26]([NH:25][CH2:24][C:23]2[CH:28]=[CH:29][CH:30]=[C:21]([F:20])[CH:22]=2)=[O:27])[S:6][CH:7]=1. (7) The product is: [CH2:1]([O:8][N:9]1[C:15](=[O:16])[N:14]2[CH2:17][C@H:10]1[CH2:11][CH2:12][C@H:13]2[C:18]([NH:46][O:45][CH3:44])=[O:20])[C:2]1[CH:3]=[CH:4][CH:5]=[CH:6][CH:7]=1. Given the reactants [CH2:1]([O:8][N:9]1[C:15](=[O:16])[N:14]2[CH2:17][C@H:10]1[CH2:11][CH2:12][C@H:13]2[C:18]([OH:20])=O)[C:2]1[CH:7]=[CH:6][CH:5]=[CH:4][CH:3]=1.Cl.C(N=C=NCCCN(C)C)C.ON1C2C=CC=CC=2N=N1.Cl.[CH3:44][O:45][NH2:46], predict the reaction product. (8) Given the reactants C(=O)([O-])[O-:2].[K+].[K+].OO.[Br:9][C:10]1[CH:11]=[C:12]2[C:17](=[CH:18][CH:19]=1)[N:16]=[C:15]([C:20]#[N:21])[CH:14]=[CH:13]2, predict the reaction product. The product is: [Br:9][C:10]1[CH:11]=[C:12]2[C:17](=[CH:18][CH:19]=1)[N:16]=[C:15]([C:20]([NH2:21])=[O:2])[CH:14]=[CH:13]2. (9) Given the reactants [CH2:1]([N:5]1[C:13]2[C:12](=[O:14])[N:11]([CH3:15])[N:10]=[CH:9][C:8]=2[N:7]=[C:6]1[N:16]1[CH2:21][CH2:20][NH:19][CH2:18][CH2:17]1)[C:2]#[C:3][CH3:4].O.[C:23]1([CH3:33])[CH:28]=[CH:27][C:26]([S:29]([OH:32])(=[O:31])=[O:30])=[CH:25][CH:24]=1, predict the reaction product. The product is: [C:23]1([CH3:33])[CH:24]=[CH:25][C:26]([S:29]([OH:32])(=[O:30])=[O:31])=[CH:27][CH:28]=1.[CH2:1]([N:5]1[C:13]2[C:12](=[O:14])[N:11]([CH3:15])[N:10]=[CH:9][C:8]=2[N:7]=[C:6]1[N:16]1[CH2:17][CH2:18][NH:19][CH2:20][CH2:21]1)[C:2]#[C:3][CH3:4].